Dataset: Reaction yield outcomes from USPTO patents with 853,638 reactions. Task: Predict the reaction yield, written as a fraction of the theoretical maximum amount of product (1.0 means a 100% yield; for example, 0.34 means a 34% yield). The reactants are [H-].[Na+].[Cl:3][C:4]1[NH:5][C:6]2[C:11]([C:12]=1[CH:13]=[O:14])=[CH:10][CH:9]=[CH:8][CH:7]=2.I[CH3:16]. The catalyst is CN(C=O)C. The product is [Cl:3][C:4]1[N:5]([CH3:16])[C:6]2[C:11]([C:12]=1[CH:13]=[O:14])=[CH:10][CH:9]=[CH:8][CH:7]=2. The yield is 0.760.